Dataset: Catalyst prediction with 721,799 reactions and 888 catalyst types from USPTO. Task: Predict which catalyst facilitates the given reaction. Reactant: [C:1]([C:4]1[CH:16]=[CH:15][C:7](/[CH:8]=[N+:9](\[O-:14])/[C:10]([CH3:13])([CH3:12])[CH3:11])=[CH:6][CH:5]=1)([OH:3])=O.Cl.C[O:19][C:20](=[O:23])[CH2:21][NH2:22].CCN=C=NCCCN(C)C.ON1C2C=CC=CC=2N=N1.CCN(C(C)C)C(C)C. Product: [C:20]([CH2:21][NH:22][C:1]([C:4]1[CH:16]=[CH:15][C:7](/[CH:8]=[N+:9](\[O-:14])/[C:10]([CH3:13])([CH3:12])[CH3:11])=[CH:6][CH:5]=1)=[O:3])([OH:23])=[O:19]. The catalyst class is: 124.